From a dataset of Reaction yield outcomes from USPTO patents with 853,638 reactions. Predict the reaction yield, written as a fraction of the theoretical maximum amount of product (1.0 means a 100% yield; for example, 0.34 means a 34% yield). (1) The reactants are [C:1]1([C:7]2[C:8]([C:16]3[CH:21]=[CH:20][CH:19]=[CH:18][CH:17]=3)=[C:9]([CH2:14]O)[CH:10]=[CH:11][C:12]=2[CH3:13])[CH:6]=[CH:5][CH:4]=[CH:3][CH:2]=1.S(Cl)(Cl)=O.[NH:26]1[CH2:31][CH2:30][CH2:29][CH2:28][CH2:27]1. The catalyst is C(Cl)(Cl)Cl.C(#N)C. The product is [C:1]1([C:7]2[C:8]([C:16]3[CH:21]=[CH:20][CH:19]=[CH:18][CH:17]=3)=[C:9]([CH2:14][N:26]3[CH2:31][CH2:30][CH2:29][CH2:28][CH2:27]3)[CH:10]=[CH:11][C:12]=2[CH3:13])[CH:6]=[CH:5][CH:4]=[CH:3][CH:2]=1. The yield is 0.850. (2) The reactants are [C:1]([NH2:10])(=[O:9])[C:2]1[C:3](=[CH:5][CH:6]=[CH:7][CH:8]=1)[NH2:4].[OH:11][CH2:12][CH2:13][N:14]([CH2:23][CH2:24][OH:25])[C:15]1[CH:22]=[CH:21][C:18]([CH:19]=O)=[CH:17][CH:16]=1.COC1C=C(OC)C=C2C=1C(=O)NC(C1C=CC=CN=1)=N2. No catalyst specified. The product is [OH:11][CH2:12][CH2:13][N:14]([CH2:23][CH2:24][OH:25])[C:15]1[CH:22]=[CH:21][C:18]([C:19]2[NH:10][C:1](=[O:9])[C:2]3[C:3](=[CH:5][CH:6]=[CH:7][CH:8]=3)[N:4]=2)=[CH:17][CH:16]=1. The yield is 0.420. (3) The reactants are [CH3:1][O:2][C:3]1[N:8]=[C:7]2[NH:9][N:10]=[C:11]([C:12]([O:14][CH2:15][CH3:16])=[O:13])[C:6]2=[CH:5][N:4]=1.[I:17][C:18]1[CH:19]=[C:20](B(O)O)[CH:21]=[CH:22][CH:23]=1. No catalyst specified. The product is [I:17][C:18]1[CH:23]=[C:22]([N:9]2[C:7]3=[N:8][C:3]([O:2][CH3:1])=[N:4][CH:5]=[C:6]3[C:11]([C:12]([O:14][CH2:15][CH3:16])=[O:13])=[N:10]2)[CH:21]=[CH:20][CH:19]=1. The yield is 0.790. (4) The reactants are C(=O)(O)[O-].[Na+].[NH2:6][C:7]1[N:11]([C:12]2[CH:13]=[C:14]([CH2:22][C:23]([NH2:25])=[O:24])[C:15]3[C:20]([CH:21]=2)=[CH:19][CH:18]=[CH:17][CH:16]=3)[N:10]=[C:9]([C:26]([CH3:29])([CH3:28])[CH3:27])[CH:8]=1.[C:30](Cl)([O:32][CH2:33][C:34]([Cl:37])([Cl:36])[Cl:35])=[O:31]. The yield is 0.520. The catalyst is C(OCC)(=O)C. The product is [NH2:25][C:23](=[O:24])[CH2:22][C:14]1[C:15]2[C:20](=[CH:19][CH:18]=[CH:17][CH:16]=2)[CH:21]=[C:12]([N:11]2[C:7]([NH:6][C:30](=[O:31])[O:32][CH2:33][C:34]([Cl:37])([Cl:36])[Cl:35])=[CH:8][C:9]([C:26]([CH3:29])([CH3:28])[CH3:27])=[N:10]2)[CH:13]=1. (5) The reactants are F[C:2]1[CH:9]=[C:8]([Br:10])[CH:7]=[CH:6][C:3]=1[CH:4]=O.[NH2:11][NH2:12]. The catalyst is C(COC)OC. The product is [Br:10][C:8]1[CH:9]=[C:2]2[C:3]([CH:4]=[N:11][NH:12]2)=[CH:6][CH:7]=1. The yield is 0.850.